Dataset: Peptide-MHC class I binding affinity with 185,985 pairs from IEDB/IMGT. Task: Regression. Given a peptide amino acid sequence and an MHC pseudo amino acid sequence, predict their binding affinity value. This is MHC class I binding data. (1) The peptide sequence is KGFLLTSL. The MHC is H-2-Db with pseudo-sequence H-2-Db. The binding affinity (normalized) is 0.0330. (2) The peptide sequence is HPVLVTATL. The MHC is HLA-B15:01 with pseudo-sequence HLA-B15:01. The binding affinity (normalized) is 0.213. (3) The peptide sequence is SEAAYAKKI. The MHC is Patr-B0101 with pseudo-sequence Patr-B0101. The binding affinity (normalized) is 0. (4) The peptide sequence is QLSLKMLSL. The MHC is HLA-B08:01 with pseudo-sequence HLA-B08:01. The binding affinity (normalized) is 0.380. (5) The MHC is HLA-A03:01 with pseudo-sequence HLA-A03:01. The binding affinity (normalized) is 0.0847. The peptide sequence is KTTFKPNTW. (6) The peptide sequence is QLVFGIELMEV. The MHC is HLA-A68:02 with pseudo-sequence HLA-A68:02. The binding affinity (normalized) is 0.484. (7) The MHC is HLA-A26:01 with pseudo-sequence HLA-A26:01. The binding affinity (normalized) is 0.0847. The peptide sequence is SMNYPNSYK.